Dataset: Catalyst prediction with 721,799 reactions and 888 catalyst types from USPTO. Task: Predict which catalyst facilitates the given reaction. (1) Reactant: O1CCOCC1.[CH2:7]([C:9]1[CH:14]=[CH:13][C:12]([C@@H:15]2[CH2:17][C@H:16]2[C:18]([O:20][CH2:21][CH3:22])=[O:19])=[CH:11][C:10]=1I)[CH3:8].[B:24]1([B:24]2[O:28][C:27]([CH3:30])([CH3:29])[C:26]([CH3:32])([CH3:31])[O:25]2)[O:28][C:27]([CH3:30])([CH3:29])[C:26]([CH3:32])([CH3:31])[O:25]1.C([O-])(=O)C.[K+]. Product: [CH2:7]([C:9]1[CH:14]=[CH:13][C:12]([C@@H:15]2[CH2:17][C@H:16]2[C:18]([O:20][CH2:21][CH3:22])=[O:19])=[CH:11][C:10]=1[B:24]1[O:28][C:27]([CH3:30])([CH3:29])[C:26]([CH3:32])([CH3:31])[O:25]1)[CH3:8]. The catalyst class is: 16. (2) Reactant: [F:1][CH:2]([F:30])[O:3][C:4]1[CH:5]=[CH:6][C:7]([C:10]([F:29])([F:28])[CH2:11][N:12]2[CH2:17][CH2:16][CH:15]([NH:18][C:19]3[C:20]4[CH:27]=[CH:26][NH:25][C:21]=4[N:22]=[CH:23][N:24]=3)[CH2:14][CH2:13]2)=[N:8][CH:9]=1.[ClH:31]. Product: [ClH:31].[F:30][CH:2]([F:1])[O:3][C:4]1[CH:5]=[CH:6][C:7]([C:10]([F:29])([F:28])[CH2:11][N:12]2[CH2:13][CH2:14][CH:15]([NH:18][C:19]3[C:20]4[CH:27]=[CH:26][NH:25][C:21]=4[N:22]=[CH:23][N:24]=3)[CH2:16][CH2:17]2)=[N:8][CH:9]=1. The catalyst class is: 5. (3) Reactant: [F:1][C:2]([F:30])([F:29])[C:3]1[CH:4]=[C:5]([C:13]2([CH3:28])[CH:22]([C:23](O)=[O:24])[C:21]3[C:16](=[CH:17][CH:18]=[CH:19][CH:20]=3)[C:15](=[O:26])[N:14]2[CH3:27])[CH:6]=[C:7]([C:9]([F:12])([F:11])[F:10])[CH:8]=1.C1CN([P+](ON2N=NC3C=CC=CC2=3)(N2CCCC2)N2CCCC2)CC1.F[P-](F)(F)(F)(F)F.[CH2:64]([NH2:70])[C:65]1[O:69][CH:68]=[CH:67][CH:66]=1. Product: [F:29][C:2]([F:30])([F:1])[C:3]1[CH:4]=[C:5]([C:13]2([CH3:28])[CH:22]([C:23]([NH:70][CH2:64][C:65]3[O:69][CH:68]=[CH:67][CH:66]=3)=[O:24])[C:21]3[C:16](=[CH:17][CH:18]=[CH:19][CH:20]=3)[C:15](=[O:26])[N:14]2[CH3:27])[CH:6]=[C:7]([C:9]([F:10])([F:11])[F:12])[CH:8]=1. The catalyst class is: 4. (4) Product: [F:1][C:2]1[CH:26]=[C:25]([F:27])[CH:24]=[CH:23][C:3]=1[CH2:4][C@H:5]1[CH2:10][C@@H:9]([C:11]2[O:18][NH:30][C:13](=[O:14])[CH:12]=2)[CH2:8][CH2:7][N:6]1[C:19]([O:21][CH3:22])=[O:20]. Reactant: [F:1][C:2]1[CH:26]=[C:25]([F:27])[CH:24]=[CH:23][C:3]=1[CH2:4][C@H:5]1[CH2:10][C@@H:9]([C:11](=[O:18])[CH2:12][C:13](OCC)=[O:14])[CH2:8][CH2:7][N:6]1[C:19]([O:21][CH3:22])=[O:20].[OH-].[Na+].[NH2:30]O.Cl. The catalyst class is: 24. (5) Reactant: [O:1]([C:8]1[CH:34]=[CH:33][C:11]([O:12][C:13]2[CH:18]=[CH:17][N:16]=[C:15]3[NH:19][N:20]=[C:21]([NH:22][C:23]4[CH:28]=[CH:27][N:26]=[C:25]([C:29]([O:31]C)=[O:30])[CH:24]=4)[C:14]=23)=[CH:10][CH:9]=1)[C:2]1[CH:7]=[CH:6][CH:5]=[CH:4][CH:3]=1.[OH-].[Na+]. Product: [O:1]([C:8]1[CH:34]=[CH:33][C:11]([O:12][C:13]2[CH:18]=[CH:17][N:16]=[C:15]3[NH:19][N:20]=[C:21]([NH:22][C:23]4[CH:28]=[CH:27][N:26]=[C:25]([C:29]([OH:31])=[O:30])[CH:24]=4)[C:14]=23)=[CH:10][CH:9]=1)[C:2]1[CH:7]=[CH:6][CH:5]=[CH:4][CH:3]=1. The catalyst class is: 20. (6) Reactant: [O:1]1[C:5]2[CH:6]=[CH:7][C:8]([S:10]([N:13]([CH2:42][CH:43]([CH3:45])[CH3:44])[CH2:14][C@@H:15]([OH:41])[C@@H:16]([NH:29][C:30](=[O:40])[O:31][C@@H:32]3[C@H:39]4[C@H:35]([O:36][CH2:37][CH2:38]4)[O:34][CH2:33]3)[CH2:17][C:18]3[CH:23]=[CH:22][C:21]([O:24][CH2:25][CH2:26][CH2:27]I)=[CH:20][CH:19]=3)(=[O:12])=[O:11])=[CH:9][C:4]=2[O:3][CH2:2]1.[S:46]1[CH2:50][CH2:49][NH:48][CH2:47]1.C(N(CC)C(C)C)(C)C. Product: [O:1]1[C:5]2[CH:6]=[CH:7][C:8]([S:10]([N:13]([CH2:42][CH:43]([CH3:45])[CH3:44])[CH2:14][C@@H:15]([OH:41])[C@@H:16]([NH:29][C:30](=[O:40])[O:31][C@@H:32]3[C@H:39]4[C@H:35]([O:36][CH2:37][CH2:38]4)[O:34][CH2:33]3)[CH2:17][C:18]3[CH:23]=[CH:22][C:21]([O:24][CH2:25][CH2:26][CH2:27][N:48]4[CH2:49][CH2:50][S:46][CH2:47]4)=[CH:20][CH:19]=3)(=[O:12])=[O:11])=[CH:9][C:4]=2[O:3][CH2:2]1. The catalyst class is: 3. (7) Reactant: NN.[NH2:3][C:4]1[C:13]2[N:14]=[C:15]([CH2:21][N:22]3C(=O)C4C(=CC=CC=4)C3=O)[N:16]([CH2:17][CH:18]([CH3:20])[CH3:19])[C:12]=2[C:11]2[CH:10]=[CH:9][CH:8]=[CH:7][C:6]=2[N:5]=1. Product: [NH3:3].[NH2:22][CH2:21][C:15]1[N:16]([CH2:17][CH:18]([CH3:20])[CH3:19])[C:12]2[C:11]3[CH:10]=[CH:9][CH:8]=[CH:7][C:6]=3[N:5]=[C:4]([NH2:3])[C:13]=2[N:14]=1. The catalyst class is: 8.